Task: Predict the reaction yield, written as a fraction of the theoretical maximum amount of product (1.0 means a 100% yield; for example, 0.34 means a 34% yield).. Dataset: Reaction yield outcomes from USPTO patents with 853,638 reactions (1) The reactants are [CH3:1][S:2][CH:3]([C:5]1[CH:6]=[CH:7][C:8]([C:11]([Cl:14])([Cl:13])[Cl:12])=[N:9][CH:10]=1)[CH3:4].[N:15]#[C:16][NH2:17].C(O)(=O)C.C(O)(=O)C.IC1C=CC=CC=1. The catalyst is C1COCC1. The product is [CH3:1][S:2]([CH:3]([C:5]1[CH:10]=[N:9][C:8]([C:11]([Cl:14])([Cl:13])[Cl:12])=[CH:7][CH:6]=1)[CH3:4])=[N:17][C:16]#[N:15]. The yield is 0.400. (2) The reactants are [CH3:1][O:2][C:3]([C@H:5]1[CH2:10][CH2:9][C@H:8]([CH2:11][NH:12][C:13](=[O:24])[CH2:14][C:15]2[CH:20]=[CH:19][CH:18]=[CH:17][C:16]=2[N+:21]([O-])=O)[CH2:7][CH2:6]1)=[O:4].[H][H]. The catalyst is CO.[Pd]. The product is [CH3:1][O:2][C:3]([C@H:5]1[CH2:10][CH2:9][C@H:8]([CH2:11][NH:12][C:13](=[O:24])[CH2:14][C:15]2[CH:20]=[CH:19][CH:18]=[CH:17][C:16]=2[NH2:21])[CH2:7][CH2:6]1)=[O:4]. The yield is 1.00. (3) The reactants are [CH3:1][C:2]([O:5][C:6]([N:8]1[CH2:13][CH2:12][CH2:11][CH2:10][C@H:9]1[CH2:14][C:15]([OH:17])=[O:16])=[O:7])([CH3:4])[CH3:3].[CH3:18]N(C=O)C.CN(C(ON1N=NC2C=CC=CC1=2)=[N+](C)C)C.[B-](F)(F)(F)F.CO. The catalyst is [Cl-].[Na+].O. The product is [CH3:18][O:16][C:15](=[O:17])[CH2:14][C@@H:9]1[CH2:10][CH2:11][CH2:12][CH2:13][N:8]1[C:6]([O:5][C:2]([CH3:1])([CH3:3])[CH3:4])=[O:7]. The yield is 0.950. (4) The reactants are [CH2:1]([C:3]1[CH:17]=[CH:16][C:6]([O:7][C:8]2[CH:14]=[CH:13][C:11]([NH2:12])=[CH:10][C:9]=2[F:15])=[C:5]([O:18][CH3:19])[CH:4]=1)[CH3:2].[CH2:20]([O:22][C:23](Cl)=[O:24])[CH3:21].[NH4+].[Cl-]. The catalyst is C1COCC1.C([O-])(O)=O.[Na+]. The yield is 0.560. The product is [CH2:20]([O:22][C:23](=[O:24])[NH:12][C:11]1[CH:13]=[CH:14][C:8]([O:7][C:6]2[CH:16]=[CH:17][C:3]([CH2:1][CH3:2])=[CH:4][C:5]=2[O:18][CH3:19])=[C:9]([F:15])[CH:10]=1)[CH3:21].